The task is: Binary Classification. Given a drug SMILES string, predict its activity (active/inactive) in a high-throughput screening assay against a specified biological target.. This data is from HIV replication inhibition screening data with 41,000+ compounds from the AIDS Antiviral Screen. (1) The compound is Oc1cccnc1C=NOCc1ccccc1. The result is 0 (inactive). (2) The molecule is CN1C(=O)CN2C(Cl)(Cl)C2(c2ccccc2F)c2cc([N+](=O)[O-])ccc21. The result is 0 (inactive). (3) The compound is CC(=O)N(C)SCC(NC(=O)C(Cc1ccccc1)NC(=O)OCc1ccccc1)C(=O)NC(Cc1ccccc1)C(=O)NC(Cc1cn(C=O)c2ccccc12)C(=O)NC(CCCCNC(=O)OCc1ccccc1)C(=O)NC(C(=O)NC(CSN(C)C(C)=O)C(=O)NC(C(N)=O)C(C)OCc1ccccc1)C(C)OCc1ccccc1. The result is 0 (inactive). (4) The compound is COc1ccc(-c2[nH]c(=O)n(C3OC(CO)C(O)C(O)C3O)c(=O)c2C#N)cc1. The result is 0 (inactive). (5) The molecule is CC(=O)C1CCC2C1(C)CC1OC13C21C=CC2(CC(O)CCC23C)C2C(=O)OC(=O)C21. The result is 0 (inactive). (6) The drug is C(=Cc1ccc2ccccc2c1Nc1ccccc1)c1ccccc1. The result is 0 (inactive). (7) The molecule is O=c1[nH]nc(Cc2ccc(Cl)cc2)n1CCO. The result is 0 (inactive). (8) The result is 0 (inactive). The molecule is COC1C=COC2(C)Oc3c(C)c(O)c4c(O)c(c(C=NN(C)C56CC7CC(CC(C7)C5)C6)c(O)c4c3C2=O)NC(=O)C(C)=CC=CC(C)C(O)C(C)C(O)C(C)C(OC(C)=O)C1C. (9) The molecule is CC1=CC(=O)N(n2c(C)n[nH]c2=O)C1=O. The result is 0 (inactive). (10) The compound is COC(=O)C12CN(C)C(C(C)(C)C)N1C(=O)OC2c1ccccc1. The result is 0 (inactive).